Dataset: Reaction yield outcomes from USPTO patents with 853,638 reactions. Task: Predict the reaction yield, written as a fraction of the theoretical maximum amount of product (1.0 means a 100% yield; for example, 0.34 means a 34% yield). (1) The reactants are [NH2:1][CH:2]1[CH2:7][CH2:6][N:5]([C:8]2[CH:9]=[C:10]([N:14]([CH3:22])[C:15]3[CH:20]=[CH:19][C:18]([OH:21])=[CH:17][CH:16]=3)[CH:11]=[CH:12][CH:13]=2)[CH2:4][CH2:3]1.[OH-].[Na+].[CH3:25][C:26]([O:29][C:30](O[C:30]([O:29][C:26]([CH3:28])([CH3:27])[CH3:25])=[O:31])=[O:31])([CH3:28])[CH3:27]. The catalyst is CO.O. The product is [C:26]([O:29][C:30](=[O:31])[NH:1][CH:2]1[CH2:7][CH2:6][N:5]([C:8]2[CH:13]=[CH:12][CH:11]=[C:10]([N:14]([C:15]3[CH:16]=[CH:17][C:18]([OH:21])=[CH:19][CH:20]=3)[CH3:22])[CH:9]=2)[CH2:4][CH2:3]1)([CH3:28])([CH3:27])[CH3:25]. The yield is 0.830. (2) The reactants are Br[C:2]1[C:3]([O:17][CH:18]2[CH2:21][CH2:20][CH2:19]2)=[C:4]2[C:9](=[CH:10][CH:11]=1)[N:8]([C:12]([O:14][CH3:15])=[O:13])[C@@H:7]([CH3:16])[CH2:6][CH2:5]2.CC1(C)C(C)(C)OB([C:30]2[CH:31]=[N:32][N:33]([CH:35]3[CH2:38][N:37]([C:39]([O:41][C:42]([CH3:45])([CH3:44])[CH3:43])=[O:40])[CH2:36]3)[CH:34]=2)O1.C(=O)([O-])[O-].[Cs+].[Cs+]. The catalyst is O1CCOCC1.O. The product is [C:42]([O:41][C:39]([N:37]1[CH2:38][CH:35]([N:33]2[CH:34]=[C:30]([C:2]3[C:3]([O:17][CH:18]4[CH2:21][CH2:20][CH2:19]4)=[C:4]4[C:9](=[CH:10][CH:11]=3)[N:8]([C:12]([O:14][CH3:15])=[O:13])[C@@H:7]([CH3:16])[CH2:6][CH2:5]4)[CH:31]=[N:32]2)[CH2:36]1)=[O:40])([CH3:45])([CH3:43])[CH3:44]. The yield is 0.980. (3) The reactants are [H-].[Na+].[CH3:3][NH:4][C:5]([C:7]1[CH:8]=[C:9]2[C:13](=[CH:14][CH:15]=1)[NH:12][C:11](=[O:16])[CH2:10]2)=[O:6].Cl[C:18]1[C:27]2[C:22](=[CH:23][C:24]([O:28][CH2:29][CH2:30][CH2:31][N:32]3[CH2:37][CH2:36][O:35][CH2:34][CH2:33]3)=[CH:25][CH:26]=2)[N:21]=[CH:20][N:19]=1.Cl. The catalyst is CN(C)C=O.C(OCC)C. The product is [CH3:3][NH:4][C:5]([C:7]1[CH:8]=[C:9]2[C:13](=[CH:14][CH:15]=1)[NH:12][C:11](=[O:16])[CH:10]2[C:18]1[C:27]2[C:22](=[CH:23][C:24]([O:28][CH2:29][CH2:30][CH2:31][N:32]3[CH2:37][CH2:36][O:35][CH2:34][CH2:33]3)=[CH:25][CH:26]=2)[N:21]=[CH:20][N:19]=1)=[O:6]. The yield is 0.410. (4) The reactants are [Cl:1][C:2]1[CH:26]=[C:25]([Cl:27])[CH:24]=[CH:23][C:3]=1[CH2:4][O:5][C:6]1[C:11]([CH3:12])=[C:10]([O:13][CH2:14][CH2:15][O:16][CH3:17])[CH:9]=[CH:8][C:7]=1/[CH:18]=[CH:19]/[C:20](O)=[O:21].CC1C=CC=C([N+]([O-])=O)C=1C(OC(=O)C1C([N+]([O-])=O)=CC=CC=1C)=O.[CH2:53]([S:58]([NH2:61])(=[O:60])=[O:59])[CH2:54][CH2:55][CH2:56][CH3:57].Cl. The catalyst is C(#N)C.CN(C)C1C=CN=CC=1.C(OCC)(=O)C.C(N(CC)CC)C. The product is [OH2:5].[Cl:1][C:2]1[CH:26]=[C:25]([Cl:27])[CH:24]=[CH:23][C:3]=1[CH2:4][O:5][C:6]1[C:11]([CH3:12])=[C:10]([O:13][CH2:14][CH2:15][O:16][CH3:17])[CH:9]=[CH:8][C:7]=1/[CH:18]=[CH:19]/[C:20]([NH:61][S:58]([CH2:53][CH2:54][CH2:55][CH2:56][CH3:57])(=[O:60])=[O:59])=[O:21]. The yield is 0.320.